Dataset: Reaction yield outcomes from USPTO patents with 853,638 reactions. Task: Predict the reaction yield, written as a fraction of the theoretical maximum amount of product (1.0 means a 100% yield; for example, 0.34 means a 34% yield). (1) The reactants are [Br:1][C:2]1[CH:10]=[C:9]2[C:5]([CH:6]=[C:7]([C:14](OCC)=O)[N:8]2[CH2:11][C:12]#[N:13])=[CH:4][CH:3]=1.[H-].[Al+3].[Li+].[H-].[H-].[H-].C(C(C(C([O-])=O)O)O)([O-])=O.[K+].[Na+].C(OCC)(=O)C. The catalyst is CCOCC. The product is [Br:1][C:2]1[CH:3]=[CH:4][C:5]2[CH:6]=[C:7]3[CH2:14][NH:13][CH2:12][CH2:11][N:8]3[C:9]=2[CH:10]=1. The yield is 0.440. (2) The reactants are Cl.[CH3:2][C@H:3]1[CH2:7][CH2:6][CH2:5][N:4]1[C@H:8]1[CH2:12][CH2:11][N:10]([C:13]2[CH:18]=[CH:17][C:16]([CH2:19][C:20]([NH:22][CH:23]3[CH2:28][CH2:27][NH:26][CH2:25][CH2:24]3)=[O:21])=[CH:15][CH:14]=2)[CH2:9]1.Cl[C:30]([O:32][CH2:33][CH3:34])=[O:31].C([O-])([O-])=O.[K+].[K+].N. The catalyst is C1COCC1.CO.C(Cl)Cl.O. The product is [CH2:33]([O:32][C:30]([N:26]1[CH2:25][CH2:24][CH:23]([NH:22][C:20](=[O:21])[CH2:19][C:16]2[CH:15]=[CH:14][C:13]([N:10]3[CH2:11][CH2:12][C@H:8]([N:4]4[CH2:5][CH2:6][CH2:7][C@@H:3]4[CH3:2])[CH2:9]3)=[CH:18][CH:17]=2)[CH2:28][CH2:27]1)=[O:31])[CH3:34]. The yield is 0.690. (3) The reactants are C([O:3][C:4]([C:6]1[O:10][N:9]=[C:8]([C:11]2[CH:16]=[C:15]([O:17][C:18]3[CH:23]=[CH:22][C:21]([Cl:24])=[CH:20][C:19]=3[Cl:25])[C:14]([OH:26])=[CH:13][C:12]=2[Cl:27])[N:7]=1)=[O:5])C.[Li+].[OH-]. The catalyst is C1COCC1.O. The product is [Cl:27][C:12]1[CH:13]=[C:14]([OH:26])[C:15]([O:17][C:18]2[CH:23]=[CH:22][C:21]([Cl:24])=[CH:20][C:19]=2[Cl:25])=[CH:16][C:11]=1[C:8]1[N:7]=[C:6]([C:4]([OH:5])=[O:3])[O:10][N:9]=1. The yield is 0.892.